This data is from Peptide-MHC class II binding affinity with 134,281 pairs from IEDB. The task is: Regression. Given a peptide amino acid sequence and an MHC pseudo amino acid sequence, predict their binding affinity value. This is MHC class II binding data. (1) The peptide sequence is DVKHPGGGQIVGGVY. The MHC is HLA-DQA10501-DQB10301 with pseudo-sequence HLA-DQA10501-DQB10301. The binding affinity (normalized) is 0.711. (2) The peptide sequence is AQIKYLVRMRSWPGG. The MHC is HLA-DPA10103-DPB10401 with pseudo-sequence HLA-DPA10103-DPB10401. The binding affinity (normalized) is 0.213. (3) The peptide sequence is VTLRIRNVRFSDEGG. The MHC is DRB1_0701 with pseudo-sequence DRB1_0701. The binding affinity (normalized) is 0.641. (4) The peptide sequence is GMKVKNTIAATSFAA. The MHC is DRB1_1501 with pseudo-sequence DRB1_1501. The binding affinity (normalized) is 0.325.